From a dataset of Reaction yield outcomes from USPTO patents with 853,638 reactions. Predict the reaction yield, written as a fraction of the theoretical maximum amount of product (1.0 means a 100% yield; for example, 0.34 means a 34% yield). (1) The reactants are [Cl:1][C:2]1[CH:3]=[N+:4]([O-:27])[CH:5]=[C:6]([Cl:26])[C:7]=1[CH2:8][C@@H:9]([C:11]1[CH:16]=[CH:15][C:14]([O:17][CH:18]([F:20])[F:19])=[C:13]([O:21][CH2:22][CH:23]2[CH2:25][CH2:24]2)[CH:12]=1)[OH:10].C(Cl)CCl.[CH3:32][N:33]1[CH:37]=[CH:36][N:35]=[C:34]1[S:38]([N:41]1[CH2:45][CH2:44][CH2:43][C@H:42]1[C:46](O)=[O:47])(=[O:40])=[O:39].O. The catalyst is CN(C=O)C.CN(C1C=CN=CC=1)C. The product is [Cl:1][C:2]1[CH:3]=[N+:4]([O-:27])[CH:5]=[C:6]([Cl:26])[C:7]=1[CH2:8][C@@H:9]([C:11]1[CH:16]=[CH:15][C:14]([O:17][CH:18]([F:20])[F:19])=[C:13]([O:21][CH2:22][CH:23]2[CH2:25][CH2:24]2)[CH:12]=1)[O:10][C:46]([C@@H:42]1[CH2:43][CH2:44][CH2:45][N:41]1[S:38]([C:34]1[N:33]([CH3:32])[CH:37]=[CH:36][N:35]=1)(=[O:40])=[O:39])=[O:47]. The yield is 0.950. (2) The reactants are C(NC(C)C)(C)C.C([Li])CCC.[CH3:13][O:14][C:15]([CH:17]1[CH2:22][CH2:21][S:20][CH2:19][CH2:18]1)=[O:16].[CH:23](=[O:25])[CH3:24]. The catalyst is O1CCCC1. The product is [CH3:13][O:14][C:15]([C:17]1([CH:23]([OH:25])[CH3:24])[CH2:22][CH2:21][S:20][CH2:19][CH2:18]1)=[O:16]. The yield is 0.870. (3) The reactants are P([O-])([O-])([O-])=[O:2].[O:6]1[CH2:10][CH2:9][CH2:8][CH2:7]1.C(#N)C.[N+](C1C=CC(COC(C2N3[C@H](SC=2)C(C(OC(=O)C)[C:34]2C=[C:37]4[S:38][CH2:39][CH2:40][N:36]4[N:35]=2)(Br)C3=O)=O)=CC=1)([O-])=O. The catalyst is [Zn].C(OCC)(=O)C. The product is [CH2:10]([O:6][C:7]([C:8]1[CH:34]=[N:35][N:36]2[CH2:40][CH2:39][S:38][C:37]=12)=[O:2])[CH3:9]. The yield is 0.392. (4) The reactants are [NH:1]1[CH2:6][CH2:5][NH:4][CH2:3][CH2:2]1.[C:7](Cl)([C:20]1[CH:25]=[CH:24][CH:23]=[CH:22][CH:21]=1)([C:14]1[CH:19]=[CH:18][CH:17]=[CH:16][CH:15]=1)[C:8]1[CH:13]=[CH:12][CH:11]=[CH:10][CH:9]=1.[C:27]([OH:34])(=[O:33])[CH2:28][CH2:29][C:30]([OH:32])=[O:31]. The catalyst is C1(C)C=CC=CC=1.CO.C1(C)C=CC=CC=1. The product is [C:27]([OH:34])(=[O:33])[CH2:28][CH2:29][C:30]([OH:32])=[O:31].[C:7]([N:1]1[CH2:6][CH2:5][NH:4][CH2:3][CH2:2]1)([C:8]1[CH:13]=[CH:12][CH:11]=[CH:10][CH:9]=1)([C:20]1[CH:21]=[CH:22][CH:23]=[CH:24][CH:25]=1)[C:14]1[CH:15]=[CH:16][CH:17]=[CH:18][CH:19]=1. The yield is 0.700. (5) The reactants are [N+:1]([C:4]1[CH:9]=[C:8]([N+:10]([O-:12])=[O:11])[CH:7]=[CH:6][C:5]=1Cl)([O-:3])=[O:2].[NH2:14][C:15]1[CH:20]=[CH:19][CH:18]=[CH:17][C:16]=1[SH:21].[OH-].[Na+]. The catalyst is C(O)C. The product is [N+:1]([C:4]1[CH:9]=[C:8]([N+:10]([O-:12])=[O:11])[CH:7]=[CH:6][C:5]=1[S:21][C:16]1[CH:17]=[CH:18][CH:19]=[CH:20][C:15]=1[NH2:14])([O-:3])=[O:2]. The yield is 0.880. (6) The reactants are [NH:1]1[CH2:6][CH2:5][O:4][CH2:3][CH2:2]1.Cl[C:8]1[N:13]=[C:12]([CH3:14])[C:11]([CH:15]([CH2:20][CH2:21][CH3:22])[C:16]([O:18][CH3:19])=[O:17])=[C:10]([C:23]2[CH:28]=[CH:27][C:26]([CH3:29])=[CH:25][CH:24]=2)[N:9]=1. The catalyst is O1CCCC1. The product is [CH3:14][C:12]1[C:11]([CH:15]([CH2:20][CH2:21][CH3:22])[C:16]([O:18][CH3:19])=[O:17])=[C:10]([C:23]2[CH:28]=[CH:27][C:26]([CH3:29])=[CH:25][CH:24]=2)[N:9]=[C:8]([N:1]2[CH2:6][CH2:5][O:4][CH2:3][CH2:2]2)[N:13]=1. The yield is 0.810. (7) The reactants are [CH3:1][C:2]1[C:7]([C:8]#[N:9])=[C:6]([CH3:10])[N:5]=[C:4]2[NH:11][CH:12]=[CH:13][C:3]=12.[C:14](O[C:14]([O:16][C:17]([CH3:20])([CH3:19])[CH3:18])=[O:15])([O:16][C:17]([CH3:20])([CH3:19])[CH3:18])=[O:15].[BH4-].[Na+]. The catalyst is CO.O.O.O.O.O.O.[Ni](Cl)Cl. The product is [C:17]([O:16][C:14](=[O:15])[NH:9][CH2:8][C:7]1[C:2]([CH3:1])=[C:3]2[CH:13]=[CH:12][NH:11][C:4]2=[N:5][C:6]=1[CH3:10])([CH3:20])([CH3:19])[CH3:18]. The yield is 0.720. (8) The reactants are C([O:3][C:4](=O)[NH:5][CH2:6][CH2:7][C:8]1[CH:13]=[CH:12][C:11]([O:14][CH3:15])=[CH:10][CH:9]=1)C.O=P12OP3(OP(OP(O3)(O1)=O)(=O)O2)=O. The catalyst is O=P(Cl)(Cl)Cl. The product is [CH3:15][O:14][C:11]1[CH:12]=[C:13]2[C:8]([CH2:7][CH2:6][NH:5][C:4]2=[O:3])=[CH:9][CH:10]=1. The yield is 0.168. (9) The reactants are [CH3:1][C:2]([O:4][C@H:5]1[C:14]2[C@@:15]3([CH3:30])[C@@H:26]([CH2:27][O:28][CH3:29])[O:25][C:23](=[O:24])[C:17]4=[CH:18][O:19][C:20]([C:21](=[O:22])[C:13]=2[C@@H:8]2[CH2:9][CH2:10][C:11](=[O:12])[C@@:7]2([CH3:31])[CH2:6]1)=[C:16]34)=[O:3].[CH2:32]([NH:35][CH2:36][CH:37]=[CH2:38])[CH:33]=[CH2:34]. The catalyst is C(Cl)Cl. The product is [CH3:1][C:2]([O:4][C@H:5]1[C:14]2[C@:15]3([CH3:30])[C:16](=[C:20]([OH:19])[C:21](=[O:22])[C:13]=2[C@@H:8]2[CH2:9][CH2:10][C:11](=[O:12])[C@@:7]2([CH3:31])[CH2:6]1)/[C:17](=[CH:18]\[N:35]([CH2:36][CH:37]=[CH2:38])[CH2:32][CH:33]=[CH2:34])/[C:23](=[O:24])[O:25][C@@H:26]3[CH2:27][O:28][CH3:29])=[O:3]. The yield is 0.680. (10) The reactants are [NH2:1][CH:2]([CH2:6][C:7]1[CH:12]=[CH:11][CH:10]=[CH:9][CH:8]=1)[C:3]([OH:5])=[O:4].C([O-])([O-])=O.[Na+].[Na+].Cl[C:20]([O:22][CH3:23])=[O:21]. The catalyst is [OH-].[Na+]. The product is [CH3:23][O:22][C:20]([NH:1][CH:2]([CH2:6][C:7]1[CH:12]=[CH:11][CH:10]=[CH:9][CH:8]=1)[C:3]([OH:5])=[O:4])=[O:21]. The yield is 0.870.